Dataset: Full USPTO retrosynthesis dataset with 1.9M reactions from patents (1976-2016). Task: Predict the reactants needed to synthesize the given product. (1) Given the product [F:29][C:18]1[C:16]2[CH2:17][CH:13]([CH2:12][N:30]=[N+:31]=[N-:32])[O:14][C:15]=2[C:21]([C:22]2[CH:27]=[CH:26][CH:25]=[CH:24][CH:23]=2)=[CH:20][C:19]=1[F:28], predict the reactants needed to synthesize it. The reactants are: CC1C=CC(S(O[CH2:12][CH:13]2[CH2:17][C:16]3[C:18]([F:29])=[C:19]([F:28])[CH:20]=[C:21]([C:22]4[CH:27]=[CH:26][CH:25]=[CH:24][CH:23]=4)[C:15]=3[O:14]2)(=O)=O)=CC=1.[N-:30]=[N+:31]=[N-:32].[Na+]. (2) Given the product [Cl:1][C:2]1[CH:3]=[CH:4][C:5]([C:8]2[CH:9]=[C:10]([NH:20][C:28]([C:27]3[CH:26]=[CH:25][N:24]=[CH:23][C:22]=3[CH3:21])=[O:29])[CH:11]=[N:12][C:13]=2[O:14][CH2:15][C:16]([F:17])([F:18])[F:19])=[CH:6][CH:7]=1, predict the reactants needed to synthesize it. The reactants are: [Cl:1][C:2]1[CH:7]=[CH:6][C:5]([C:8]2[CH:9]=[C:10]([NH2:20])[CH:11]=[N:12][C:13]=2[O:14][CH2:15][C:16]([F:19])([F:18])[F:17])=[CH:4][CH:3]=1.[CH3:21][C:22]1[CH:23]=[N:24][CH:25]=[CH:26][C:27]=1[C:28](O)=[O:29].